From a dataset of Full USPTO retrosynthesis dataset with 1.9M reactions from patents (1976-2016). Predict the reactants needed to synthesize the given product. (1) Given the product [CH:22]1[C:30]2[C:29]3[CH:31]=[CH:32][CH:33]=[CH:34][C:28]=3[S:27][C:26]=2[C:25]([C:2]2[CH:3]=[CH:4][C:5]3[N:6]([C:16]4[CH:21]=[CH:20][CH:19]=[CH:18][CH:17]=4)[C:7]4[C:12]([C:13]=3[CH:14]=2)=[CH:11][C:10]([C:42]2[C:43]3[S:27][C:26]5[CH:25]=[CH:24][CH:23]=[CH:22][C:44]=5[C:38]=3[CH:39]=[CH:40][CH:41]=2)=[CH:9][CH:8]=4)=[CH:24][CH:23]=1, predict the reactants needed to synthesize it. The reactants are: Br[C:2]1[CH:3]=[CH:4][C:5]2[N:6]([C:16]3[CH:21]=[CH:20][CH:19]=[CH:18][CH:17]=3)[C:7]3[C:12]([C:13]=2[CH:14]=1)=[CH:11][C:10](Br)=[CH:9][CH:8]=3.[CH:22]1[C:30]2[C:29]3[CH:31]=[CH:32][CH:33]=[CH:34][C:28]=3[S:27][C:26]=2[C:25](B(O)O)=[CH:24][CH:23]=1.[C:38]1([CH3:44])[CH:43]=[CH:42][CH:41]=[CH:40][CH:39]=1.C(=O)([O-])[O-].[K+].[K+]. (2) Given the product [F:44][C:42]1[CH:43]=[C:38]([CH2:37][C@H:22]([NH:21][C:8](=[O:10])[C:7]2[CH:11]=[CH:12][CH:13]=[C:5]([C:3](=[O:4])[N:2]([CH3:1])[CH2:14][C:15]3[S:16][CH:17]=[C:18]([CH3:20])[N:19]=3)[CH:6]=2)[C@@H:23]([C@H:25]2[CH2:29][CH2:28][CH2:27][N:26]2[C:30]([O:32][C:33]([CH3:35])([CH3:34])[CH3:36])=[O:31])[OH:24])[CH:39]=[C:40]([F:45])[CH:41]=1, predict the reactants needed to synthesize it. The reactants are: [CH3:1][N:2]([CH2:14][C:15]1[S:16][CH:17]=[C:18]([CH3:20])[N:19]=1)[C:3]([C:5]1[CH:6]=[C:7]([CH:11]=[CH:12][CH:13]=1)[C:8]([OH:10])=O)=[O:4].[NH2:21][C@@H:22]([CH2:37][C:38]1[CH:43]=[C:42]([F:44])[CH:41]=[C:40]([F:45])[CH:39]=1)[C@@H:23]([C@H:25]1[CH2:29][CH2:28][CH2:27][N:26]1[C:30]([O:32][C:33]([CH3:36])([CH3:35])[CH3:34])=[O:31])[OH:24]. (3) Given the product [CH3:1][N:2]1[CH2:7][CH2:6][N:5]([C:8]2[CH:9]=[C:10]([C:14]3[CH:18]=[N:17][N:16]4[C:22]([NH2:21])=[C:23]([C:26]5[CH:31]=[CH:30][CH:29]=[C:28]([N+:32]([O-:34])=[O:33])[CH:27]=5)[CH:24]=[N:19][C:15]=34)[CH:11]=[CH:12][CH:13]=2)[CH2:4][CH2:3]1, predict the reactants needed to synthesize it. The reactants are: [CH3:1][N:2]1[CH2:7][CH2:6][N:5]([C:8]2[CH:9]=[C:10]([C:14]3[C:15]([NH2:19])=[N:16][NH:17][CH:18]=3)[CH:11]=[CH:12][CH:13]=2)[CH2:4][CH2:3]1.C[N:21](C)/[CH:22]=[C:23](/[C:26]1[CH:31]=[CH:30][CH:29]=[C:28]([N+:32]([O-:34])=[O:33])[CH:27]=1)\[C:24]#N.C(O)CCC.C([O-])(O)=O.[Na+]. (4) Given the product [C:26]([O:25][C:24]([NH:23][CH2:22][CH2:21][CH2:20][CH2:19][CH2:18][N:1]1[C:9]2[C:4](=[CH:5][CH:6]=[CH:7][CH:8]=2)[C:3]([C:10]([O:12][CH2:13][CH3:14])=[O:11])=[CH:2]1)=[O:30])([CH3:29])([CH3:28])[CH3:27], predict the reactants needed to synthesize it. The reactants are: [NH:1]1[C:9]2[C:4](=[CH:5][CH:6]=[CH:7][CH:8]=2)[C:3]([C:10]([O:12][CH2:13][CH3:14])=[O:11])=[CH:2]1.[H-].[Na+].Br[CH2:18][CH2:19][CH2:20][CH2:21][CH2:22][NH:23][C:24](=[O:30])[O:25][C:26]([CH3:29])([CH3:28])[CH3:27]. (5) Given the product [N:30]1[CH:31]=[CH:32][CH:33]=[C:28]([O:27][CH2:24][C:25]2[O:1][N:2]=[C:3]([C@@H:4]3[CH2:8][CH2:7][CH2:6][N:5]3[C:9]([O:11][C:12]([CH3:15])([CH3:14])[CH3:13])=[O:10])[CH:26]=2)[CH:29]=1, predict the reactants needed to synthesize it. The reactants are: [OH:1][N:2]=[CH:3][C@@H:4]1[CH2:8][CH2:7][CH2:6][N:5]1[C:9]([O:11][C:12]([CH3:15])([CH3:14])[CH3:13])=[O:10].C1C(=O)N(Cl)C(=O)C1.[CH2:24]([O:27][C:28]1[CH:29]=[N:30][CH:31]=[CH:32][CH:33]=1)[C:25]#[CH:26].C(=O)(O)[O-].[Na+].